Predict the reactants needed to synthesize the given product. From a dataset of Full USPTO retrosynthesis dataset with 1.9M reactions from patents (1976-2016). (1) Given the product [CH3:1][N:2]([CH3:22])[C:3]1[C:8](=[O:9])[NH:7][C:6](=[O:10])[N:5]([CH2:30][C:28]2[CH:27]=[C:26]([NH:36][CH2:37][C:38]3[CH:43]=[CH:42][C:41]([O:44][CH3:45])=[CH:40][CH:39]=3)[N:25]=[C:24]([F:23])[CH:29]=2)[C:4]=1[C:11]([C:13]1[CH:14]=[C:15]([CH:18]=[C:19]([CH3:21])[CH:20]=1)[C:16]#[N:17])=[O:12], predict the reactants needed to synthesize it. The reactants are: [CH3:1][N:2]([CH3:22])[C:3]1[C:8](=[O:9])[NH:7][C:6](=[O:10])[NH:5][C:4]=1[C:11]([C:13]1[CH:14]=[C:15]([CH:18]=[C:19]([CH3:21])[CH:20]=1)[C:16]#[N:17])=[O:12].[F:23][C:24]1[CH:29]=[C:28]([CH2:30]OS(C)(=O)=O)[CH:27]=[C:26]([NH:36][CH2:37][C:38]2[CH:43]=[CH:42][C:41]([O:44][CH3:45])=[CH:40][CH:39]=2)[N:25]=1.[I-].[Li+].C(=O)([O-])[O-].[K+].[K+]. (2) Given the product [CH2:13]([NH:20][C:21]([C@@H:22]1[CH2:24][C@H:23]1[CH3:3])=[O:25])[C:14]1[CH:19]=[CH:18][CH:17]=[CH:16][CH:15]=1, predict the reactants needed to synthesize it. The reactants are: [OH-].[K+].[CH3:3]N(N=O)C(N[N+]([O-])=O)=N.[CH2:13]([NH:20][C:21](=[O:25])/[CH:22]=[CH:23]/[CH3:24])[C:14]1[CH:19]=[CH:18][CH:17]=[CH:16][CH:15]=1. (3) The reactants are: COC(=O)[C:4]1[CH:9]=[CH:8][C:7]([Cl:10])=[CH:6][C:5]=1[N:11](C(OC(C)(C)C)=O)[CH2:12][CH2:13][CH2:14][C:15]([O:17]C)=O.CC(C)([O-])C.[K+]. Given the product [Cl:10][C:7]1[CH:8]=[CH:9][C:4]2[C:15](=[O:17])[CH2:14][CH2:13][CH2:12][NH:11][C:5]=2[CH:6]=1, predict the reactants needed to synthesize it. (4) Given the product [ClH:72].[NH2:8][C:9]1[C:14]([C:15]([NH:17][C:18]2[CH:19]=[N:20][CH:21]=[CH:22][CH:23]=2)=[O:16])=[N:13][C:12]([C:24]2[CH:32]=[CH:31][C:27]([C:28]([NH:70][C@@H:68]([CH3:69])[CH2:67][O:66][CH3:65])=[O:30])=[CH:26][CH:25]=2)=[CH:11][N:10]=1, predict the reactants needed to synthesize it. The reactants are: C(N(CC)CC)C.[NH2:8][C:9]1[N:10]=[CH:11][C:12]([C:24]2[CH:32]=[CH:31][C:27]([C:28]([OH:30])=O)=[CH:26][CH:25]=2)=[N:13][C:14]=1[C:15]([NH:17][C:18]1[CH:19]=[N:20][CH:21]=[CH:22][CH:23]=1)=[O:16].F[B-](F)(F)F.N1(OC(N(C)C)=[N+](C)C)C2C=CC=CC=2N=N1.ON1C2C=CC=CC=2N=N1.[CH3:65][O:66][CH2:67][C@@H:68]([NH2:70])[CH3:69].C(Cl)[Cl:72].CO. (5) Given the product [CH2:34]([C@@H:14]([CH2:13][CH2:12][C@H:8]([CH2:1][C:2]1[CH:3]=[CH:4][CH:5]=[CH:6][CH:7]=1)[C:9](=[O:10])[NH:42][C@H:43]1[CH2:48][CH2:47][CH2:46][N:45]([C:49]2[CH:50]=[CH:51][CH:52]=[CH:53][CH:54]=2)[C:44]1=[O:55])[C:15]([NH:17][C@H:18]1[CH2:24][CH2:23][S:22][C@H:21]2[CH2:25][CH2:26][CH2:27][C@@H:28]([C:29]([O:31][CH3:32])=[O:30])[N:20]2[C:19]1=[O:33])=[O:16])[C:35]1[CH:40]=[CH:39][CH:38]=[CH:37][CH:36]=1, predict the reactants needed to synthesize it. The reactants are: [CH2:1]([C@@H:8]([CH2:12][CH2:13][C@H:14]([CH2:34][C:35]1[CH:40]=[CH:39][CH:38]=[CH:37][CH:36]=1)[C:15]([NH:17][C@H:18]1[CH2:24][CH2:23][S:22][C@H:21]2[CH2:25][CH2:26][CH2:27][C@@H:28]([C:29]([O:31][CH3:32])=[O:30])[N:20]2[C:19]1=[O:33])=[O:16])[C:9](O)=[O:10])[C:2]1[CH:7]=[CH:6][CH:5]=[CH:4][CH:3]=1.Cl.[NH2:42][C@H:43]1[CH2:48][CH2:47][CH2:46][N:45]([C:49]2[CH:54]=[CH:53][CH:52]=[CH:51][CH:50]=2)[C:44]1=[O:55]. (6) Given the product [CH2:1]([C:5]1[CH:11]=[CH:10][C:8]([N:9]2[C:27]([C:30]3[CH:35]=[CH:34][CH:33]=[CH:32][CH:31]=3)=[N:28][N:29]=[C:25]2[C:19]2[C:20]([CH3:24])=[CH:21][CH:22]=[CH:23][C:18]=2[CH3:17])=[C:7]([CH3:12])[CH:6]=1)[CH2:2][CH2:3][CH3:4], predict the reactants needed to synthesize it. The reactants are: [CH2:1]([C:5]1[CH:11]=[CH:10][C:8]([NH2:9])=[C:7]([CH3:12])[CH:6]=1)[CH2:2][CH2:3][CH3:4].[Al+3].[Cl-].[Cl-].[Cl-].[CH3:17][C:18]1[CH:23]=[CH:22][CH:21]=[C:20]([CH3:24])[C:19]=1[C:25]1O[C:27]([C:30]2[CH:35]=[CH:34][CH:33]=[CH:32][CH:31]=2)=[N:28][N:29]=1.Cl. (7) Given the product [Cl:11][C:12]1[CH:13]=[CH:14][C:15]([CH2:18][O:19][C:20]2[CH:25]=[CH:24][N:23]([C:26]3[CH:27]=[CH:28][C:29]([O:32][C@@H:33]4[CH2:37][CH2:36][N:35]([CH2:38][CH3:39])[CH2:34]4)=[CH:30][CH:31]=3)[C:22](=[O:41])[CH:21]=2)=[N:16][CH:17]=1, predict the reactants needed to synthesize it. The reactants are: CS(OCC)(=O)=O.C(#N)C.[Cl:11][C:12]1[CH:13]=[CH:14][C:15]([CH2:18][O:19][C:20]2[CH:25]=[CH:24][N:23]([C:26]3[CH:31]=[CH:30][C:29]([O:32][C@@H:33]4[CH2:37][CH2:36][N:35]([CH:38](C)[CH3:39])[CH2:34]4)=[CH:28][CH:27]=3)[C:22](=[O:41])[CH:21]=2)=[N:16][CH:17]=1.